Dataset: Peptide-MHC class I binding affinity with 185,985 pairs from IEDB/IMGT. Task: Regression. Given a peptide amino acid sequence and an MHC pseudo amino acid sequence, predict their binding affinity value. This is MHC class I binding data. (1) The peptide sequence is PGYRWMCLRR. The MHC is Patr-A0401 with pseudo-sequence Patr-A0401. The binding affinity (normalized) is 0.673. (2) The peptide sequence is RVIDPRRCM. The MHC is HLA-B07:02 with pseudo-sequence HLA-B07:02. The binding affinity (normalized) is 0.348. (3) The peptide sequence is SRARIKTRL. The MHC is HLA-B27:05 with pseudo-sequence HLA-B27:05. The binding affinity (normalized) is 0.506. (4) The peptide sequence is IYLPIVHPF. The binding affinity (normalized) is 0.518. The MHC is HLA-B18:01 with pseudo-sequence HLA-B18:01. (5) The peptide sequence is KVHEGYEEF. The MHC is HLA-A01:01 with pseudo-sequence HLA-A01:01. The binding affinity (normalized) is 0. (6) The peptide sequence is HVRCKSGNKF. The MHC is HLA-B08:01 with pseudo-sequence HLA-B08:01. The binding affinity (normalized) is 0.382. (7) The MHC is HLA-B51:01 with pseudo-sequence HLA-B51:01. The peptide sequence is TLALEVAQQK. The binding affinity (normalized) is 0. (8) The peptide sequence is PFMIDVQQW. The MHC is HLA-A29:02 with pseudo-sequence HLA-A29:02. The binding affinity (normalized) is 0.313.